This data is from Catalyst prediction with 721,799 reactions and 888 catalyst types from USPTO. The task is: Predict which catalyst facilitates the given reaction. (1) Reactant: [CH:1]([NH2:3])=[O:2].Cl.[CH3:5][O:6][C:7](=[O:17])[C@H:8]([CH2:10][C:11]1[CH:16]=[CH:15][CH:14]=[CH:13][CH:12]=1)N. Product: [CH3:5][O:6][C:7](=[O:17])[C@H:8]([CH2:10][C:11]1[CH:12]=[CH:13][CH:14]=[CH:15][CH:16]=1)[NH:3][CH:1]=[O:2]. The catalyst class is: 11. (2) Reactant: [Cl:1][C:2]1[CH:10]=[C:9]([F:11])[C:8]([N:12]2[C:17](=[O:18])[CH:16]=[C:15]([C:19]([F:22])([F:21])[F:20])[N:14]([CH3:23])[C:13]2=[O:24])=[CH:7][C:3]=1[C:4]([OH:6])=[O:5].C(N1C=CN=C1)(N1C=CN=C1)=O.[CH3:37][N:38]([S:42](=[O:45])(=[O:44])[NH2:43])[CH:39]([CH3:41])[CH3:40].N12CCCN=C1CCCCC2. Product: [Cl:1][C:2]1[CH:10]=[C:9]([F:11])[C:8]([N:12]2[C:17](=[O:18])[CH:16]=[C:15]([C:19]([F:20])([F:22])[F:21])[N:14]([CH3:23])[C:13]2=[O:24])=[CH:7][C:3]=1[C:4]([OH:6])=[O:5].[CH3:37][N:38]([S:42](=[O:45])(=[O:44])[NH2:43])[CH:39]([CH3:41])[CH3:40].[Cl:1][C:2]1[CH:10]=[C:9]([F:11])[C:8]([N:12]2[C:17](=[O:18])[CH:16]=[C:15]([C:19]([F:22])([F:20])[F:21])[N:14]([CH3:23])[C:13]2=[O:24])=[CH:7][C:3]=1[C:4]([NH:43][S:42](=[O:45])(=[O:44])[N:38]([CH:39]([CH3:41])[CH3:40])[CH3:37])=[O:6]. The catalyst class is: 1. (3) Reactant: [Cl:1][C:2]1[S:6][C:5]([C:7]([NH:9][CH2:10][C@@H:11]2[O:15][C:14](=[O:16])[N:13]([C:17]3[CH:22]=[CH:21][C:20]([N:23]4[CH2:28][CH2:27][O:26][CH2:25][C:24]4=[O:29])=[CH:19][CH:18]=3)[CH2:12]2)=[O:8])=[CH:4][CH:3]=1.CN(C=O)C.[H-].[Na+].[Cl:37][CH2:38][CH2:39][CH2:40][C:41](Cl)=[O:42]. Product: [Cl:1][C:2]1[S:6][C:5]([C:7]([N:9]([C:41](=[O:42])[CH2:40][CH2:39][CH2:38][Cl:37])[CH2:10][C@@H:11]2[O:15][C:14](=[O:16])[N:13]([C:17]3[CH:18]=[CH:19][C:20]([N:23]4[CH2:28][CH2:27][O:26][CH2:25][C:24]4=[O:29])=[CH:21][CH:22]=3)[CH2:12]2)=[O:8])=[CH:4][CH:3]=1. The catalyst class is: 69. (4) Reactant: [Br-:1].[Br-].[Br-].[NH+]1C=CC=CC=1.[NH+]1C=CC=CC=1.[NH+]1C=CC=CC=1.[C:22]([C:25]1[CH:32]=[CH:31][C:28]([C:29]#[N:30])=[CH:27][N:26]=1)(=[O:24])[CH3:23]. Product: [Br:1][CH2:23][C:22]([C:25]1[CH:32]=[CH:31][C:28]([C:29]#[N:30])=[CH:27][N:26]=1)=[O:24]. The catalyst class is: 1. (5) Reactant: [CH3:1][C:2]([N:4]([OH:39])[CH2:5][CH2:6][CH2:7][CH2:8][CH2:9][NH:10][C:11]([CH2:13][CH2:14][C:15]([N:17]([OH:38])[CH2:18][CH2:19][CH2:20][CH2:21][CH2:22][NH:23][C:24]([CH2:26][CH2:27][C:28]([N:30]([OH:37])[CH2:31][CH2:32][CH2:33][CH2:34][CH2:35][NH2:36])=[O:29])=[O:25])=[O:16])=[O:12])=[O:3].O.[CH3:41][S:42]([OH:45])(=[O:44])=[O:43]. The catalyst class is: 8. Product: [CH3:1][C:2]([N:4]([OH:39])[CH2:5][CH2:6][CH2:7][CH2:8][CH2:9][NH:10][C:11]([CH2:13][CH2:14][C:15]([N:17]([OH:38])[CH2:18][CH2:19][CH2:20][CH2:21][CH2:22][NH:23][C:24]([CH2:26][CH2:27][C:28]([N:30]([OH:37])[CH2:31][CH2:32][CH2:33][CH2:34][CH2:35][NH2:36])=[O:29])=[O:25])=[O:16])=[O:12])=[O:3].[CH3:41][S:42]([OH:45])(=[O:44])=[O:43]. (6) Reactant: [NH2:1][C@@H:2]1[CH2:6][CH2:5][N:4]([C:7](OC(C)(C)C)=O)[CH2:3]1.C([N:16](CC)CC)C.[F:21][C:22]1[CH:23]=[CH:24][C:25]([CH3:32])=[C:26]([S:28](Cl)(=[O:30])=[O:29])[CH:27]=1.CCN(C(C)C)C(C)C.BrC#N. Product: [C:7]([N:4]1[CH2:5][CH2:6][C@@H:2]([NH:1][S:28]([C:26]2[CH:27]=[C:22]([F:21])[CH:23]=[CH:24][C:25]=2[CH3:32])(=[O:30])=[O:29])[CH2:3]1)#[N:16]. The catalyst class is: 20. (7) Reactant: Cl[C:2]1[C:3]2[C:10]([Cl:11])=[CH:9][NH:8][C:4]=2[N:5]=[CH:6][N:7]=1.[CH2:12]1[C:16]2([CH2:21][CH2:20][N:19]([CH2:22][CH2:23][CH2:24][NH:25][C:26](=[O:32])[O:27][C:28]([CH3:31])([CH3:30])[CH3:29])[CH2:18][CH2:17]2)[CH2:15][CH2:14][NH:13]1.CCN(C(C)C)C(C)C.C(OCC)(=O)C. Product: [Cl:11][C:10]1[C:3]2[C:2]([N:13]3[CH2:14][CH2:15][C:16]4([CH2:21][CH2:20][N:19]([CH2:22][CH2:23][CH2:24][NH:25][C:26](=[O:32])[O:27][C:28]([CH3:30])([CH3:29])[CH3:31])[CH2:18][CH2:17]4)[CH2:12]3)=[N:7][CH:6]=[N:5][C:4]=2[NH:8][CH:9]=1. The catalyst class is: 16.